Dataset: Catalyst prediction with 721,799 reactions and 888 catalyst types from USPTO. Task: Predict which catalyst facilitates the given reaction. (1) Reactant: [F:1][C@:2]1([CH3:19])[C@H:6]([OH:7])[C@@:5]([F:10])([CH2:8][OH:9])[O:4][C@H:3]1[N:11]1[CH:16]=[CH:15][C:14](=[O:17])[NH:13][C:12]1=[O:18].C([Mg]Cl)(C)(C)C.Cl[C:27]1[CH:36]=[CH:35][C:34]2[C:29](=[CH:30][CH:31]=[CH:32][CH:33]=2)[C:28]=1[O:37][P:38](=[N:40][C@@H:41]([CH3:48])[C:42]([O:44][CH:45]([CH3:47])[CH3:46])=[O:43])=[O:39].CO. Product: [CH:45]([O:44][C:42](=[O:43])[C@@H:41]([N:40]=[P:38]([O:37][C:28]1[C:29]2[C:34](=[CH:33][CH:32]=[CH:31][CH:30]=2)[CH:35]=[CH:36][C:27]=1[O:9][CH2:8][C@:5]1([F:10])[C@@H:6]([OH:7])[C@:2]([F:1])([CH3:19])[C@H:3]([N:11]2[CH:16]=[CH:15][C:14](=[O:17])[NH:13][C:12]2=[O:18])[O:4]1)=[O:39])[CH3:48])([CH3:46])[CH3:47]. The catalyst class is: 1. (2) Reactant: Br[C:2]1[C:10]2[C:9]([NH:11][C@H:12]([C:14]3[N:19]([C:20]4[CH:25]=[CH:24][CH:23]=[CH:22][CH:21]=4)[C:18](=[O:26])[C:17]4=[C:27]([CH3:30])[CH:28]=[CH:29][N:16]4[N:15]=3)[CH3:13])=[N:8][CH:7]=[N:6][C:5]=2[N:4]([CH2:31][O:32][CH2:33][CH2:34][Si:35]([CH3:38])([CH3:37])[CH3:36])[CH:3]=1.[CH3:39][N:40]([C:45]1[CH:50]=[CH:49][CH:48]=[C:47](B2OC(C)(C)C(C)(C)O2)[CH:46]=1)[S:41]([CH3:44])(=[O:43])=[O:42].C(=O)([O-])[O-].[Na+].[Na+]. Product: [CH3:39][N:40]([C:45]1[CH:50]=[CH:49][CH:48]=[C:47]([C:2]2[C:10]3[C:9]([NH:11][C@H:12]([C:14]4[N:19]([C:20]5[CH:25]=[CH:24][CH:23]=[CH:22][CH:21]=5)[C:18](=[O:26])[C:17]5=[C:27]([CH3:30])[CH:28]=[CH:29][N:16]5[N:15]=4)[CH3:13])=[N:8][CH:7]=[N:6][C:5]=3[N:4]([CH2:31][O:32][CH2:33][CH2:34][Si:35]([CH3:38])([CH3:37])[CH3:36])[CH:3]=2)[CH:46]=1)[S:41]([CH3:44])(=[O:42])=[O:43]. The catalyst class is: 235.